From a dataset of Catalyst prediction with 721,799 reactions and 888 catalyst types from USPTO. Predict which catalyst facilitates the given reaction. Reactant: C[O:2][C:3]([C:5]1[CH:6]=[CH:7][C:8]2[S:9][CH2:10][C:11](=[O:15])[NH:12][C:13]=2[N:14]=1)=[O:4].[OH-].[Na+]. Product: [O:15]=[C:11]1[CH2:10][S:9][C:8]2[CH:7]=[CH:6][C:5]([C:3]([OH:4])=[O:2])=[N:14][C:13]=2[NH:12]1. The catalyst class is: 38.